This data is from Reaction yield outcomes from USPTO patents with 853,638 reactions. The task is: Predict the reaction yield, written as a fraction of the theoretical maximum amount of product (1.0 means a 100% yield; for example, 0.34 means a 34% yield). (1) The reactants are [F:1][C:2]([F:20])([F:19])[C@H:3](OS(C(F)(F)F)(=O)=O)[C:4]1[CH:9]=[CH:8][C:7]([F:10])=[CH:6][CH:5]=1.CCN(C(C)C)C(C)C.Cl.[NH2:31][C@@H:32]([CH2:36][S:37]([N:40]1[CH2:45][CH2:44][O:43][CH2:42][CH2:41]1)(=[O:39])=[O:38])[C:33]([OH:35])=[O:34]. The catalyst is C(Cl)Cl.CCOCC. The product is [N:40]1([S:37]([CH2:36][C@H:32]([NH:31][C@@H:3]([C:4]2[CH:5]=[CH:6][C:7]([F:10])=[CH:8][CH:9]=2)[C:2]([F:1])([F:19])[F:20])[C:33]([OH:35])=[O:34])(=[O:39])=[O:38])[CH2:41][CH2:42][O:43][CH2:44][CH2:45]1. The yield is 0.0770. (2) The reactants are C(O[C:6]([CH:8]1[CH2:12][CH2:11][CH2:10][N:9]1[C:13](=[O:27])[CH:14]([NH:16][C:17](=[O:26])[C:18]1[CH:23]=[CH:22][C:21]([NH2:24])=[C:20]([Cl:25])[CH:19]=1)[CH3:15])=[O:7])(C)(C)C.[O:28]=[C:29]1[O:33][CH:32]([O:34][CH2:35][CH2:36][C:37]2[CH:42]=[CH:41][CH:40]=[CH:39]C=2)[CH:31]([NH:43]C(C2CCCN2C(=O)C(NC(=O)C2C=CC(N)=C(Cl)C=2)C)=O)[CH2:30]1. No catalyst specified. The product is [CH:36]1([CH2:35][O:34][CH:32]2[CH:31]([NH:43][C:6]([CH:8]3[CH2:12][CH2:11][CH2:10][N:9]3[C:13](=[O:27])[CH:14]([NH:16][C:17](=[O:26])[C:18]3[CH:23]=[CH:22][C:21]([NH2:24])=[C:20]([Cl:25])[CH:19]=3)[CH3:15])=[O:7])[CH2:30][C:29](=[O:28])[O:33]2)[CH2:37][CH2:42][CH2:41][CH2:40][CH2:39]1. The yield is 0.560. (3) The reactants are [C:1]1([C:7](=[CH2:11])[CH2:8][NH:9][NH2:10])[CH:6]=[CH:5][CH:4]=[CH:3][CH:2]=1.NN[C:14]([O:16][C:17]([CH3:20])([CH3:19])[CH3:18])=[O:15].CCN(CC)CC.BrCC(C1C=CC=CC=1)=C. The catalyst is CO. The product is [C:17]([O:16][C:14]([NH:10][NH:9][CH2:8][C:7]([C:1]1[CH:6]=[CH:5][CH:4]=[CH:3][CH:2]=1)=[CH2:11])=[O:15])([CH3:20])([CH3:19])[CH3:18]. The yield is 0.390. (4) The reactants are CC1(C)CCCC(C)(C)N1.C([Li])CCC.[CH3:16][O:17][C:18]1[N:23]=[C:22]([O:24][CH3:25])[CH:21]=[CH:20][N:19]=1.C(=O)=O.[CH3:29][O:30][C:31]1[C:38]([O:39][CH3:40])=[CH:37][C:34]([CH:35]=[O:36])=[C:33]([CH:41]([CH3:49])[CH2:42][C:43]2[CH:48]=[CH:47][CH:46]=[CH:45][CH:44]=2)[CH:32]=1. The catalyst is C1COCC1. The product is [CH3:29][O:30][C:31]1[C:38]([O:39][CH3:40])=[CH:37][C:34]([CH:35]([C:21]2[C:22]([O:24][CH3:25])=[N:23][C:18]([O:17][CH3:16])=[N:19][CH:20]=2)[OH:36])=[C:33]([CH:41]([CH3:49])[CH2:42][C:43]2[CH:48]=[CH:47][CH:46]=[CH:45][CH:44]=2)[CH:32]=1. The yield is 0.520. (5) The reactants are [F:1][C:2]([F:39])([F:38])[CH2:3][CH2:4][CH:5]([NH:22][C:23]1[CH:37]=[CH:36][C:26]([C:27]([NH:29][CH2:30][CH2:31][C:32]([O:34]C)=[O:33])=[O:28])=[CH:25][N:24]=1)[C:6]1[CH:11]=[CH:10][C:9]([C:12]2[CH:17]=[CH:16][C:15]([C:18]([F:21])([F:20])[F:19])=[CH:14][CH:13]=2)=[CH:8][CH:7]=1.[OH-].[Na+]. The catalyst is CO. The product is [F:39][C:2]([F:1])([F:38])[CH2:3][CH2:4][CH:5]([NH:22][C:23]1[CH:37]=[CH:36][C:26]([C:27]([NH:29][CH2:30][CH2:31][C:32]([OH:34])=[O:33])=[O:28])=[CH:25][N:24]=1)[C:6]1[CH:7]=[CH:8][C:9]([C:12]2[CH:13]=[CH:14][C:15]([C:18]([F:21])([F:20])[F:19])=[CH:16][CH:17]=2)=[CH:10][CH:11]=1. The yield is 0.640. (6) The reactants are Br[CH2:2][C:3]1[CH:8]=[C:7]([Br:9])[CH:6]=[C:5]([Br:10])[C:4]=1[OH:11].N[C:13]1[CH:18]=[CH:17][CH:16]=[CH:15][C:14]=1[SH:19].C([N:22](CC)CC)C. The catalyst is C1COCC1. The product is [NH2:22][S:19][C:14]1[CH:15]=[CH:16][CH:17]=[CH:18][C:13]=1[CH2:2][C:3]1[CH:8]=[C:7]([Br:9])[CH:6]=[C:5]([Br:10])[C:4]=1[OH:11]. The yield is 1.00. (7) The reactants are [NH2:1][C:2]1[C:11]([N+:12]([O-:14])=[O:13])=[CH:10][CH:9]=[C:8](F)[C:3]=1[C:4]([O:6][CH3:7])=[O:5].[CH3:16][NH:17][CH3:18]. The catalyst is O1CCCC1. The product is [NH2:1][C:2]1[C:11]([N+:12]([O-:14])=[O:13])=[CH:10][CH:9]=[C:8]([N:17]([CH3:18])[CH3:16])[C:3]=1[C:4]([O:6][CH3:7])=[O:5]. The yield is 0.860.